This data is from Reaction yield outcomes from USPTO patents with 853,638 reactions. The task is: Predict the reaction yield, written as a fraction of the theoretical maximum amount of product (1.0 means a 100% yield; for example, 0.34 means a 34% yield). (1) The reactants are Br[C:2]1[CH:11]=[C:10]2[C:5]([N:6]=[CH:7][CH:8]=[N:9]2)=[C:4]([C:12]([NH:14][CH2:15][C:16]([O:18][CH2:19][CH3:20])=[O:17])=[O:13])[C:3]=1[OH:21].[C:22]([O:26][C:27]([N:29]1[C:37]2[C:32](=[CH:33][CH:34]=[CH:35][CH:36]=2)[CH:31]=[CH:30]1)=[O:28])([CH3:25])([CH3:24])[CH3:23].C(=O)([O-])[O-].[K+].[K+]. The catalyst is O1CCOCC1.O.C1C=CC([P]([Pd]([P](C2C=CC=CC=2)(C2C=CC=CC=2)C2C=CC=CC=2)([P](C2C=CC=CC=2)(C2C=CC=CC=2)C2C=CC=CC=2)[P](C2C=CC=CC=2)(C2C=CC=CC=2)C2C=CC=CC=2)(C2C=CC=CC=2)C2C=CC=CC=2)=CC=1. The product is [CH2:19]([O:18][C:16](=[O:17])[CH2:15][NH:14][C:12]([C:4]1[C:3]([OH:21])=[C:2]([C:30]2[N:29]([C:27]([O:26][C:22]([CH3:25])([CH3:24])[CH3:23])=[O:28])[C:37]3[C:32]([CH:31]=2)=[CH:33][CH:34]=[CH:35][CH:36]=3)[CH:11]=[C:10]2[C:5]=1[N:6]=[CH:7][CH:8]=[N:9]2)=[O:13])[CH3:20]. The yield is 0.571. (2) The reactants are [C:1]1([C:7]2[CH:8]=[C:9]([N:13]3[CH2:18][CH2:17][N:16](C(OC(C)(C)C)=O)[CH2:15][CH2:14]3)[CH:10]=[N:11][CH:12]=2)[CH:6]=[CH:5][CH:4]=[CH:3][CH:2]=1.C(OCC)(=O)C.[ClH:32]. No catalyst specified. The product is [ClH:32].[ClH:32].[C:1]1([C:7]2[CH:8]=[C:9]([N:13]3[CH2:18][CH2:17][NH:16][CH2:15][CH2:14]3)[CH:10]=[N:11][CH:12]=2)[CH:2]=[CH:3][CH:4]=[CH:5][CH:6]=1. The yield is 0.930. (3) The reactants are [N+:1]([C:4]1[CH:13]=[C:12]2[C:7]([CH2:8][CH2:9][CH2:10][CH:11]2[OH:14])=[CH:6][CH:5]=1)([O-])=O. The catalyst is CO. The product is [NH2:1][C:4]1[CH:13]=[C:12]2[C:7]([CH2:8][CH2:9][CH2:10][CH:11]2[OH:14])=[CH:6][CH:5]=1. The yield is 0.950. (4) The reactants are [NH2:1][C:2]1[CH:10]=[CH:9][CH:8]=[C:4]([C:5]([OH:7])=O)[C:3]=1[C:11]([OH:13])=[O:12].[C:14](OC(=O)C)(=[O:16])[CH3:15]. No catalyst specified. The product is [C:14]([NH:1][C:2]1[CH:10]=[CH:9][CH:8]=[C:4]2[C:5]([O:13][C:11](=[O:12])[C:3]=12)=[O:7])(=[O:16])[CH3:15]. The yield is 0.610. (5) The reactants are C1(S([N:10]2[C:14]3=[N:15][CH:16]=[C:17]([N:19]([C:27]([O:29][C:30]([CH3:33])([CH3:32])[CH3:31])=[O:28])C(=O)OC(C)(C)C)[CH:18]=[C:13]3[CH:12]=[C:11]2Br)(=O)=O)C=CC=CC=1.[NH:35]1[CH:39]=[CH:38][CH:37]=[N:36]1.C1(P(C2C=CC=CC=2)C2C=CC3C(=CC=CC=3)C=2C2C3C(=CC=CC=3)C=CC=2P(C2C=CC=CC=2)C2C=CC=CC=2)C=CC=CC=1.CC(C)([O-])C.[K+]. The catalyst is [Cl-].[Na+].O.C1C=CC(/C=C/C(/C=C/C2C=CC=CC=2)=O)=CC=1.C1C=CC(/C=C/C(/C=C/C2C=CC=CC=2)=O)=CC=1.C1C=CC(/C=C/C(/C=C/C2C=CC=CC=2)=O)=CC=1.[Pd].[Pd].C1(C)C=CC=CC=1. The product is [N:35]1([C:11]2[NH:10][C:14]3=[N:15][CH:16]=[C:17]([NH:19][C:27](=[O:28])[O:29][C:30]([CH3:31])([CH3:32])[CH3:33])[CH:18]=[C:13]3[CH:12]=2)[CH:39]=[CH:38][CH:37]=[N:36]1. The yield is 0.550. (6) The yield is 0.120. The reactants are [C:1]([C:5]1[C:6]([N+:19]([O-])=O)=[CH:7][C:8]([N+]([O-])=O)=[C:9](/[CH:11]=[CH:12]/[N:13](C)C)[CH:10]=1)([CH3:4])([CH3:3])[CH3:2].O.O.[Sn](Cl)Cl. The product is [C:1]([C:5]1[CH:10]=[C:9]2[C:8](=[CH:7][C:6]=1[NH2:19])[NH:13][CH:12]=[CH:11]2)([CH3:2])([CH3:3])[CH3:4]. The catalyst is C(O)C.